From a dataset of Forward reaction prediction with 1.9M reactions from USPTO patents (1976-2016). Predict the product of the given reaction. (1) Given the reactants [CH3:1][Mg]Br.[O:4]=[C:5]1[CH2:10][CH2:9][N:8]([C:11]([O:13][C:14]([CH3:17])([CH3:16])[CH3:15])=[O:12])[CH:7]([C:18]2[CH:23]=[CH:22][CH:21]=[CH:20][CH:19]=2)[CH2:6]1, predict the reaction product. The product is: [CH3:1][C@:5]1([OH:4])[CH2:10][CH2:9][N:8]([C:11]([O:13][C:14]([CH3:17])([CH3:16])[CH3:15])=[O:12])[C@@H:7]([C:18]2[CH:19]=[CH:20][CH:21]=[CH:22][CH:23]=2)[CH2:6]1. (2) Given the reactants O=P(Cl)(Cl)[Cl:3].C[N:7]([CH:9]=O)[CH3:8].[CH2:11]([C:13]1[CH:17]=[C:16]([OH:18])N(C)[N:14]=1)[CH3:12].C([O-])([O-])=O.[K+].[K+], predict the reaction product. The product is: [Cl:3][C:9]1[N:7]([CH3:8])[N:14]=[C:13]([CH2:11][CH3:12])[C:17]=1[CH:16]=[O:18].